Dataset: NCI-60 drug combinations with 297,098 pairs across 59 cell lines. Task: Regression. Given two drug SMILES strings and cell line genomic features, predict the synergy score measuring deviation from expected non-interaction effect. (1) Drug 1: CN(CC1=CN=C2C(=N1)C(=NC(=N2)N)N)C3=CC=C(C=C3)C(=O)NC(CCC(=O)O)C(=O)O. Drug 2: CC1C(C(CC(O1)OC2CC(CC3=C2C(=C4C(=C3O)C(=O)C5=C(C4=O)C(=CC=C5)OC)O)(C(=O)CO)O)N)O.Cl. Cell line: U251. Synergy scores: CSS=43.7, Synergy_ZIP=-16.2, Synergy_Bliss=-19.7, Synergy_Loewe=-10.6, Synergy_HSA=-10.9. (2) Drug 1: C1CCC(C1)C(CC#N)N2C=C(C=N2)C3=C4C=CNC4=NC=N3. Drug 2: CC1=C(C=C(C=C1)NC2=NC=CC(=N2)N(C)C3=CC4=NN(C(=C4C=C3)C)C)S(=O)(=O)N.Cl. Cell line: HS 578T. Synergy scores: CSS=11.5, Synergy_ZIP=6.89, Synergy_Bliss=17.0, Synergy_Loewe=10.6, Synergy_HSA=10.6. (3) Drug 1: CN(C)N=NC1=C(NC=N1)C(=O)N. Drug 2: CN1C2=C(C=C(C=C2)N(CCCl)CCCl)N=C1CCCC(=O)O.Cl. Cell line: HL-60(TB). Synergy scores: CSS=8.47, Synergy_ZIP=6.29, Synergy_Bliss=5.73, Synergy_Loewe=2.82, Synergy_HSA=6.10.